From a dataset of Experimentally validated miRNA-target interactions with 360,000+ pairs, plus equal number of negative samples. Binary Classification. Given a miRNA mature sequence and a target amino acid sequence, predict their likelihood of interaction. (1) The miRNA is hsa-miR-4515 with sequence AGGACUGGACUCCCGGCAGCCC. The protein sequence of the target gene is MNVDAEASMAVISLLFLAVMYVVHHPLMVSDRMDLDTLARSRQLEKRMSEEMRLLEMEFEERKRAAEQRQKAENFWTGDTSSDQLVLGKKDMGWPFQADGQEGPLGWMLGNLWNTGLFCLFLVFELLRQNMQHEPAFDSSSEEEEEEVRVVPVTSYNWLTDFPSQEALDSFYKHYVQNAIRDLPCTCEFVESFVDDLIEACRVLSRQEAHPQLEDCLGIGAAFEKWGTLHETQKFDILVPIVPPQGTMFVLEMRDPALGRRCGCVLVESECVCKREKLLGDVLCLVHHHRDPSAVLGKCS.... Result: 1 (interaction). (2) The miRNA is hsa-miR-320b with sequence AAAAGCUGGGUUGAGAGGGCAA. The protein sequence of the target gene is MEQRRPWPRALEVDSRSVVLLSVVWVLLAPPAAGMPQFSTFHSENRDWTFNHLTVHQGTGAVYVGAINRVYKLTGNLTIQVAHKTGPEEDNKSCYPPLIVQPCSEVLTLTNNVNKLLIIDYSENRLLACGSLYQGVCKLLRLDDLFILVEPSHKKEHYLSSVNKTGTMYGVIVRSEGEDGKLFIGTAVDGKQDYFPTLSSRKLPRDPESSAMLDYELHSDFVSSLIKIPSDTLALVSHFDIFYIYGFASGGFVYFLTVQPETPEGVAINSAGDLFYTSRIVRLCKDDPKFHSYVSLPFGC.... Result: 0 (no interaction). (3) The miRNA is hsa-miR-1293 with sequence UGGGUGGUCUGGAGAUUUGUGC. The protein sequence of the target gene is MCLRLGGLSVGDFRKVLMKTGLVLVVLGHVSFITAALFHGTVLRYVGTPQDAVALQYCVVNILSVTSAIVVITSGIAAIVLSRYLPSTPLRWTVFSSSVACALLSLTCALGLLASIAMTFATQGKALLAACTFGSSELLALAPDCPFDPTRIYSSSLCLWGIALVLCVAENVFAVRCAQLTHQLLELRPWWGKSSHHMMRENPELVEGRDLLSCTSSEPLTL. Result: 1 (interaction). (4) The miRNA is hsa-miR-132-3p with sequence UAACAGUCUACAGCCAUGGUCG. The protein sequence of the target gene is MKAGSGDQGSPPCFLRFPRPVRVVSGAEAELKCVVLGEPPPTVVWEKGGQQLVASERLSFPEDGAEHGLLLSGALPTDAGVYVCRARNAAGEAYAAAAVTVLEPPAPEPEPESSECPLPTPGTGEGAPKFLTGPQSQWVLRGEEVVLTCQVGGLPEPKLYWEKDGMALDEVWDSSHFKLEPGRGASDEGASLTLRILAARLPDSGVYVCHARNAHGHAQAGALLQVHQPRESPPQDPDENPKPVLEPLKGAPKTFWVNEGKHAKFRCYVMGKPEPEIEWHLEGRPLLPDRRRLMYRDRDG.... Result: 0 (no interaction).